From a dataset of Forward reaction prediction with 1.9M reactions from USPTO patents (1976-2016). Predict the product of the given reaction. (1) Given the reactants Cl.[C:2]([O:6][C:7](=[O:10])[CH2:8][NH2:9])([CH3:5])([CH3:4])[CH3:3].[NH:11](C(OCC1C2C(=CC=CC=2)C2C1=CC=CC=2)=O)[CH2:12][C:13](O)=[O:14].CCN(C(C)C)C(C)C.CN(C(ON1N=NC2C=CC=NC1=2)=[N+](C)C)C.F[P-](F)(F)(F)(F)F, predict the reaction product. The product is: [NH2:11][CH2:12][C:13]([NH:9][CH2:8][C:7]([O:6][C:2]([CH3:5])([CH3:4])[CH3:3])=[O:10])=[O:14]. (2) Given the reactants [F:1][C:2]1[CH:3]=[C:4]([CH:23]=[CH:24][C:25]=1[F:26])[CH2:5][O:6][C:7]1[CH:16]=[C:15]2[C:10]([CH:11]=[C:12]([CH2:17][C:18](OCC)=[O:19])[CH:13]=[N:14]2)=[N:9][CH:8]=1.[NH3:27].CO, predict the reaction product. The product is: [F:1][C:2]1[CH:3]=[C:4]([CH:23]=[CH:24][C:25]=1[F:26])[CH2:5][O:6][C:7]1[CH:16]=[C:15]2[C:10]([CH:11]=[C:12]([CH2:17][C:18]([NH2:27])=[O:19])[CH:13]=[N:14]2)=[N:9][CH:8]=1. (3) Given the reactants [Cl:1][C:2]1[CH:10]=[CH:9][CH:8]=[C:7]2[C:3]=1[C:4]([C:15]([OH:17])=O)=[CH:5][N:6]2[CH:11]1[CH2:14][O:13][CH2:12]1.Cl.[C:19]12([C:29]([NH2:32])([CH3:31])[CH3:30])[CH2:28][CH:23]3[CH2:24][CH:25]([CH2:27][CH:21]([CH2:22]3)[CH2:20]1)[CH2:26]2, predict the reaction product. The product is: [C:19]12([C:29]([NH:32][C:15]([C:4]3[C:3]4[C:7](=[CH:8][CH:9]=[CH:10][C:2]=4[Cl:1])[N:6]([CH:11]4[CH2:12][O:13][CH2:14]4)[CH:5]=3)=[O:17])([CH3:30])[CH3:31])[CH2:26][CH:25]3[CH2:24][CH:23]([CH2:22][CH:21]([CH2:27]3)[CH2:20]1)[CH2:28]2. (4) Given the reactants [CH3:1][CH2:2][CH2:3][CH2:4][CH2:5][CH2:6][CH2:7][CH2:8][CH2:9][CH2:10][CH2:11][CH2:12][C@@H:13]([OH:42])[C@@H:14]1[O:18][C@@H:17]([C@H:19]([OH:41])[CH2:20][CH2:21][CH2:22][CH2:23][C:24]([CH2:26][CH2:27][CH2:28][CH2:29][CH2:30][C@@H:31]([OH:40])[CH2:32][C:33]2[C:37](=[O:38])[O:36][C@@H:35]([CH3:39])[CH:34]=2)=[O:25])[CH2:16][CH2:15]1.[CH3:43][O:44][CH2:45]Cl, predict the reaction product. The product is: [CH3:43][O:44][CH2:45][O:40][CH:31]([CH2:30][CH2:29][CH2:28][CH2:27][CH2:26][C:24](=[O:25])[CH2:23][CH2:22][CH2:21][CH2:20][CH:19]([O:41][CH2:35][O:36][CH3:37])[CH:17]1[CH2:16][CH2:15][CH:14]([CH:13]([O:42][CH2:17][O:18][CH3:14])[CH2:12][CH2:11][CH2:10][CH2:9][CH2:8][CH2:7][CH2:6][CH2:5][CH2:4][CH2:3][CH2:2][CH3:1])[O:18]1)[CH2:32][C:33]1[C:37](=[O:38])[O:36][CH:35]([CH3:39])[CH:34]=1.